This data is from Cav3 T-type calcium channel HTS with 100,875 compounds. The task is: Binary Classification. Given a drug SMILES string, predict its activity (active/inactive) in a high-throughput screening assay against a specified biological target. (1) The drug is S(c1ccc(/C=C\C(=O)c2ccc(OCC)cc2)cc1)C. The result is 0 (inactive). (2) The compound is o1c2n(nc3c2CCCC3)c2c(c1=O)cccc2. The result is 0 (inactive).